Dataset: Full USPTO retrosynthesis dataset with 1.9M reactions from patents (1976-2016). Task: Predict the reactants needed to synthesize the given product. Given the product [F:1][C:2]1[CH:11]=[C:10]2[C:5]([N:6]=[CH:7][C:8](=[O:15])[N:9]2[CH2:12][CH:13]=[O:17])=[CH:4][CH:3]=1, predict the reactants needed to synthesize it. The reactants are: [F:1][C:2]1[CH:11]=[C:10]2[C:5]([N:6]=[CH:7][C:8](=[O:15])[N:9]2[CH2:12][CH:13]=C)=[CH:4][CH:3]=1.I([O-])(=O)(=O)=[O:17].[Na+].